Predict the reaction yield, written as a fraction of the theoretical maximum amount of product (1.0 means a 100% yield; for example, 0.34 means a 34% yield). From a dataset of Reaction yield outcomes from USPTO patents with 853,638 reactions. (1) The reactants are I[C:2]1[C:10]2[C:5](=[N:6][CH:7]=[CH:8][C:9]=2[O:11][C:12]2[CH:22]=[CH:21][C:15]([C:16]([O:18][CH2:19][CH3:20])=[O:17])=[CH:14][CH:13]=2)[N:4]([CH2:23][C:24]2[CH:29]=[CH:28][C:27]([O:30][CH3:31])=[CH:26][CH:25]=2)[N:3]=1.CC1(C)OB([C:38]2[CH2:43][N:42]([C:44]([O:46][C:47]([CH3:50])([CH3:49])[CH3:48])=[O:45])[CH2:41][CH2:40][CH:39]=2)OC1(C)C.[O-]P([O-])([O-])=O.[K+].[K+].[K+].C1(P(C2CCCCC2)C2CCCCC2)CCCCC1. The catalyst is C1(C)C=CC=CC=1.C1C=CC(/C=C/C(/C=C/C2C=CC=CC=2)=O)=CC=1.C1C=CC(/C=C/C(/C=C/C2C=CC=CC=2)=O)=CC=1.C1C=CC(/C=C/C(/C=C/C2C=CC=CC=2)=O)=CC=1.[Pd].[Pd].CCO. The product is [CH2:19]([O:18][C:16]([C:15]1[CH:21]=[CH:22][C:12]([O:11][C:9]2[CH:8]=[CH:7][N:6]=[C:5]3[N:4]([CH2:23][C:24]4[CH:29]=[CH:28][C:27]([O:30][CH3:31])=[CH:26][CH:25]=4)[N:3]=[C:2]([C:40]4[CH2:41][N:42]([C:44]([O:46][C:47]([CH3:50])([CH3:49])[CH3:48])=[O:45])[CH2:43][CH2:38][CH:39]=4)[C:10]=23)=[CH:13][CH:14]=1)=[O:17])[CH3:20]. The yield is 0.690. (2) The reactants are [F:1][C:2]1[CH:7]=[CH:6][CH:5]=[C:4]([NH2:8])[C:3]=1[NH2:9].[C:10](N1C=CN=C1)(N1C=CN=C1)=[O:11].N.O. The catalyst is C1COCC1.CO. The product is [F:1][C:2]1[C:3]2[NH:9][C:10](=[O:11])[NH:8][C:4]=2[CH:5]=[CH:6][CH:7]=1. The yield is 0.970. (3) The reactants are [C:1]([C:3]1([C:6]([NH:8][C:9]2[CH:14]=[CH:13][CH:12]=[C:11]([C:15]3[CH:20]=[CH:19][CH:18]=[CH:17][CH:16]=3)[C:10]=2[C:21]([NH2:23])=[O:22])=O)[CH2:5][CH2:4]1)#[N:2].C([O-])([O-])=O.[Na+].[Na+]. The catalyst is CO. The product is [O:22]=[C:21]1[C:10]2[C:9](=[CH:14][CH:13]=[CH:12][C:11]=2[C:15]2[CH:20]=[CH:19][CH:18]=[CH:17][CH:16]=2)[N:8]=[C:6]([C:3]2([C:1]#[N:2])[CH2:5][CH2:4]2)[NH:23]1. The yield is 0.990. (4) The reactants are [Cl:1][C:2]1[N:7]=[C:6]([CH2:8][C:9]([C:11]2[CH:16]=[C:15]([CH3:17])[CH:14]=[C:13]([O:18][CH3:19])[CH:12]=2)=O)[CH:5]=[C:4]([NH:20][CH2:21][C@@H:22]([OH:24])[CH3:23])[N:3]=1.COC(OC)[N:28]([CH3:30])C.O.[NH2:34]N. The yield is 0.440. The product is [Cl:1][C:2]1[N:7]=[C:6]([C:8]2[C:9]([C:11]3[CH:16]=[C:15]([CH3:17])[CH:14]=[C:13]([O:18][CH3:19])[CH:12]=3)=[N:34][NH:28][CH:30]=2)[CH:5]=[C:4]([NH:20][CH2:21][C@@H:22]([OH:24])[CH3:23])[N:3]=1. No catalyst specified. (5) The reactants are [CH3:1][C:2]1[C:3]([NH2:16])=[CH:4][S:5][C:6]=1[C:7]1[CH:12]=[CH:11][CH:10]=[C:9]([N+:13]([O-:15])=[O:14])[CH:8]=1.C([O-])([O-])=O.[K+].[K+].Br[CH2:24][C:25]([O:27][CH3:28])=[O:26]. The catalyst is CN(C=O)C. The product is [CH3:1][C:2]1[C:3]([NH:16][CH2:24][C:25]([O:27][CH3:28])=[O:26])=[CH:4][S:5][C:6]=1[C:7]1[CH:12]=[CH:11][CH:10]=[C:9]([N+:13]([O-:15])=[O:14])[CH:8]=1. The yield is 0.980. (6) The reactants are Br[C:2]1[C:7]([F:8])=[CH:6][CH:5]=[C:4]([Br:9])[N:3]=1.[S:10]1[C:14]([C:15]([NH2:17])=[O:16])=[CH:13][C:12]2[CH2:18][CH2:19][CH2:20][CH2:21][C:11]1=2.C(=O)([O-])[O-].[Cs+].[Cs+].CC1(C)C2C(=C(P(C3C=CC=CC=3)C3C=CC=CC=3)C=CC=2)OC2C(P(C3C=CC=CC=3)C3C=CC=CC=3)=CC=CC1=2. The catalyst is C1C=CC(/C=C/C(/C=C/C2C=CC=CC=2)=O)=CC=1.C1C=CC(/C=C/C(/C=C/C2C=CC=CC=2)=O)=CC=1.C1C=CC(/C=C/C(/C=C/C2C=CC=CC=2)=O)=CC=1.[Pd].[Pd].O1CCOCC1. The product is [Br:9][C:4]1[N:3]=[C:2]([NH:17][C:15]([C:14]2[S:10][C:11]3[CH2:21][CH2:20][CH2:19][CH2:18][C:12]=3[CH:13]=2)=[O:16])[C:7]([F:8])=[CH:6][CH:5]=1. The yield is 0.370. (7) The reactants are CON(C)[C:4](=[O:21])[C:5]1[CH:10]=[CH:9][C:8]([C:11]2[C:15]([CH3:16])=[C:14]([C:17]([F:20])([F:19])[F:18])[O:13][N:12]=2)=[CH:7][CH:6]=1.[C:23]([Mg]Br)([CH3:26])([CH3:25])[CH3:24]. No catalyst specified. The product is [CH3:24][C:23]([CH3:26])([CH3:25])[C:4]([C:5]1[CH:6]=[CH:7][C:8]([C:11]2[C:15]([CH3:16])=[C:14]([C:17]([F:18])([F:19])[F:20])[O:13][N:12]=2)=[CH:9][CH:10]=1)=[O:21]. The yield is 0.0900. (8) The reactants are [CH2:1]([N:8]1[CH2:13][CH2:12][C:11]([NH:18][C:19]2[CH:24]=[CH:23][CH:22]=[CH:21][CH:20]=2)([C:14](OC)=[O:15])[CH2:10][CH2:9]1)[C:2]1[CH:7]=[CH:6][CH:5]=[CH:4][CH:3]=1.[H-].[Al+3].[Li+].[H-].[H-].[H-]. The catalyst is ClCCl.O1CCCC1. The product is [CH2:1]([N:8]1[CH2:9][CH2:10][C:11]([CH2:14][OH:15])([NH:18][C:19]2[CH:20]=[CH:21][CH:22]=[CH:23][CH:24]=2)[CH2:12][CH2:13]1)[C:2]1[CH:3]=[CH:4][CH:5]=[CH:6][CH:7]=1. The yield is 0.900.